Dataset: Forward reaction prediction with 1.9M reactions from USPTO patents (1976-2016). Task: Predict the product of the given reaction. Given the reactants [CH2:1]([C@@H:8]([CH2:12][CH2:13][C@H:14]([CH2:34][C:35]1[CH:40]=[CH:39][CH:38]=[CH:37][CH:36]=1)[C:15]([NH:17][C@H:18]1[CH2:24][CH2:23][CH2:22][CH2:21][N:20]([C:25]2[CH:30]=[CH:29][CH:28]=[CH:27][C:26]=2[O:31][CH3:32])[C:19]1=[O:33])=[O:16])[C:9](O)=[O:10])[C:2]1[CH:7]=[CH:6][CH:5]=[CH:4][CH:3]=1.[NH2:41][C@H:42]1[CH2:48][CH2:47][S:46][C@H:45]2[CH2:49][CH2:50][CH2:51][C@@H:52]([CH:53]=[CH2:54])[N:44]2[C:43]1=[O:55], predict the reaction product. The product is: [CH2:34]([C@@H:14]([CH2:13][CH2:12][C@H:8]([CH2:1][C:2]1[CH:3]=[CH:4][CH:5]=[CH:6][CH:7]=1)[C:9]([NH:41][C@H:42]1[CH2:48][CH2:47][S:46][C@H:45]2[CH2:49][CH2:50][CH2:51][C@@H:52]([CH:53]=[CH2:54])[N:44]2[C:43]1=[O:55])=[O:10])[C:15]([NH:17][C@H:18]1[CH2:24][CH2:23][CH2:22][CH2:21][N:20]([C:25]2[CH:30]=[CH:29][CH:28]=[CH:27][C:26]=2[O:31][CH3:32])[C:19]1=[O:33])=[O:16])[C:35]1[CH:40]=[CH:39][CH:38]=[CH:37][CH:36]=1.